From a dataset of Full USPTO retrosynthesis dataset with 1.9M reactions from patents (1976-2016). Predict the reactants needed to synthesize the given product. (1) Given the product [NH2:25][C:11]1[N:12]=[C:13]([C:15]2[CH:24]=[C:23]3[C:18]([CH2:19][CH2:20][N:21]([C:27]4[N:32]=[CH:31][C:30]([C:33]5[CH:40]=[CH:39][C:36]([C:37]#[N:38])=[CH:35][CH:34]=5)=[CH:29][CH:28]=4)[CH2:22]3)=[CH:17][CH:16]=2)[CH:14]=[C:9]([N:6]2[CH2:5][CH2:4][N:3]([CH3:2])[CH2:8][CH2:7]2)[N:10]=1, predict the reactants needed to synthesize it. The reactants are: Cl.[CH3:2][N:3]1[CH2:8][CH2:7][N:6]([C:9]2[CH:14]=[C:13]([C:15]3[CH:24]=[C:23]4[C:18]([CH2:19][CH2:20][NH:21][CH2:22]4)=[CH:17][CH:16]=3)[N:12]=[C:11]([NH2:25])[N:10]=2)[CH2:5][CH2:4]1.F[C:27]1[N:32]=[CH:31][C:30]([C:33]2[CH:40]=[CH:39][C:36]([C:37]#[N:38])=[CH:35][CH:34]=2)=[CH:29][CH:28]=1. (2) Given the product [CH3:34][S:33][C:30]1[CH:29]=[CH:28][C:27]([O:26][C:21]2[C:20]([C:18]([NH:17][C@@H:14]3[CH2:13][CH2:12][C@H:11]([C:9]([OH:10])=[O:8])[CH2:16][CH2:15]3)=[O:19])=[CH:25][CH:24]=[CH:23][N:22]=2)=[CH:32][CH:31]=1, predict the reactants needed to synthesize it. The reactants are: C([O:8][C:9]([C@H:11]1[CH2:16][CH2:15][C@@H:14]([NH:17][C:18]([C:20]2[C:21]([O:26][C:27]3[CH:32]=[CH:31][C:30]([S:33][CH3:34])=[CH:29][CH:28]=3)=[N:22][CH:23]=[CH:24][CH:25]=2)=[O:19])[CH2:13][CH2:12]1)=[O:10])C1C=CC=CC=1. (3) Given the product [CH3:20][Si:19]([CH3:22])([CH3:21])[CH2:18][CH2:17][O:16][CH2:15][N:12]1[C:8]2=[N:9][CH:10]=[CH:11][C:6]([C:4]3[CH:5]=[N:1][N:2]([C:29]4[CH:30]=[C:25]([CH:26]=[CH:27][CH:28]=4)[C:23]#[N:24])[CH:3]=3)=[C:7]2[CH:14]=[CH:13]1, predict the reactants needed to synthesize it. The reactants are: [NH:1]1[CH:5]=[C:4]([C:6]2[CH:11]=[CH:10][N:9]=[C:8]3[N:12]([CH2:15][O:16][CH2:17][CH2:18][Si:19]([CH3:22])([CH3:21])[CH3:20])[CH:13]=[CH:14][C:7]=23)[CH:3]=[N:2]1.[C:23]([C:25]1[CH:26]=[C:27](B(O)O)[CH:28]=[CH:29][CH:30]=1)#[N:24].CN(C=O)C.N1C=CC=CC=1. (4) The reactants are: C(=O)C.[Br:4][C:5]1[CH:11]=[CH:10][C:8]([NH2:9])=CC=1.P(O)(O[C:15]1[CH:20]=CC=[CH:17][CH:16]=1)(O[C:15]1[CH:20]=CC=[CH:17][CH:16]=1)=O.[CH:29](/[NH:32][C:33](=[O:42])[O:34][CH2:35][C:36]1[CH:41]=[CH:40][CH:39]=[CH:38][CH:37]=1)=[CH:30]\[CH3:31]. Given the product [Br:4][C:5]1[CH:31]=[C:30]2[C:8](=[CH:10][CH:11]=1)[NH:9][C@@H:16]([CH3:17])[C@H:15]([CH3:20])[C@H:29]2[NH:32][C:33](=[O:42])[O:34][CH2:35][C:36]1[CH:37]=[CH:38][CH:39]=[CH:40][CH:41]=1, predict the reactants needed to synthesize it. (5) Given the product [F:13][C:12]1[C:7]([I:6])=[C:8]([NH2:14])[CH:9]=[CH:10][CH:11]=1, predict the reactants needed to synthesize it. The reactants are: O.O.[Sn](Cl)Cl.[I:6][C:7]1[C:12]([F:13])=[CH:11][CH:10]=[CH:9][C:8]=1[N+:14]([O-])=O.[OH-].[Na+]. (6) Given the product [C:1]([C:9]1[NH:10][C:11]2[C:16]([C:17]=1[CH2:18][C:19]([OH:21])=[O:20])=[CH:15][CH:14]=[CH:13][CH:12]=2)(=[O:8])[C:2]1[CH:3]=[CH:4][CH:5]=[CH:6][CH:7]=1, predict the reactants needed to synthesize it. The reactants are: [C:1]([C:9]1[NH:10][C:11]2[C:16]([C:17]=1[CH2:18][C:19]([O:21]CC)=[O:20])=[CH:15][CH:14]=[CH:13][CH:12]=2)(=[O:8])[C:2]1[CH:7]=[CH:6][CH:5]=[CH:4][CH:3]=1.[OH-].[K+].CCOCC.